This data is from Catalyst prediction with 721,799 reactions and 888 catalyst types from USPTO. The task is: Predict which catalyst facilitates the given reaction. (1) Reactant: [S:1]1[C:5]2[CH:6]=[CH:7][CH:8]=[CH:9][C:4]=2[C:3]([N:10]2[CH2:15][CH2:14][N:13]([CH2:16][CH2:17][C:18]3[CH:26]=[C:25]4[C:21]([CH2:22][CH:23]([NH:29][CH2:30][CH3:31])[C:24]4([CH3:28])[CH3:27])=[CH:20][CH:19]=3)[CH2:12][CH2:11]2)=[N:2]1.[CH3:32][S:33]([OH:36])(=[O:35])=[O:34]. Product: [CH3:32][S:33]([OH:36])(=[O:35])=[O:34].[S:1]1[C:5]2[CH:6]=[CH:7][CH:8]=[CH:9][C:4]=2[C:3]([N:10]2[CH2:15][CH2:14][N:13]([CH2:16][CH2:17][C:18]3[CH:26]=[C:25]4[C:21]([CH2:22][CH:23]([NH:29][CH2:30][CH3:31])[C:24]4([CH3:28])[CH3:27])=[CH:20][CH:19]=3)[CH2:12][CH2:11]2)=[N:2]1. The catalyst class is: 13. (2) Reactant: Cl.[NH2:2][CH2:3][C@@:4]([C:8]1[CH:13]=[C:12]([Br:14])[CH:11]=[CH:10][C:9]=1[F:15])([OH:7])[CH2:5][OH:6].[N+:16]([C:19]1[CH:24]=[CH:23][CH:22]=[CH:21][C:20]=1[S:25](Cl)(=[O:27])=[O:26])([O-:18])=[O:17].C([O-])([O-])=O.[K+].[K+]. Product: [Br:14][C:12]1[CH:11]=[CH:10][C:9]([F:15])=[C:8]([C@:4]([OH:7])([CH2:5][OH:6])[CH2:3][NH:2][S:25]([C:20]2[CH:21]=[CH:22][CH:23]=[CH:24][C:19]=2[N+:16]([O-:18])=[O:17])(=[O:26])=[O:27])[CH:13]=1. The catalyst class is: 10. (3) Reactant: C[C:2]1[CH:26]=[CH:25][C:5]([C:6]([O:8][CH:9]([C:19]2[CH:24]=[CH:23][N:22]=[CH:21][CH:20]=2)[C:10]([C:12]2[CH:17]=[CH:16][C:15]([F:18])=[CH:14][CH:13]=2)=O)=S)=[CH:4][CH:3]=1.CC1C=CC([C:32](OC(C2C=CC(F)=CC=2)C(C2C=CN=CC=2)=O)=[S:33])=CC=1.C([O-])(=O)C.[NH4+:57].[NH4+].[OH-]. Product: [F:18][C:15]1[CH:16]=[CH:17][C:12]([C:10]2[N:57]=[C:6]([C:5]3[CH:25]=[CH:26][C:2]([S:33][CH3:32])=[CH:3][CH:4]=3)[O:8][C:9]=2[C:19]2[CH:24]=[CH:23][N:22]=[CH:21][CH:20]=2)=[CH:13][CH:14]=1. The catalyst class is: 86. (4) Reactant: [NH2:1][C:2]1[CH:7]=[CH:6][C:5]([S:8][C:9]2[CH:24]=[CH:23][C:12]([C:13]([NH:15][C:16]3[CH:21]=[CH:20][C:19]([Br:22])=[CH:18][CH:17]=3)=[O:14])=[CH:11][C:10]=2[NH:25][C:26]2[C:27]3[CH:35]=[CH:34][C:33]([CH:36]([CH3:38])[CH3:37])=[N:32][C:28]=3[N:29]=[CH:30][N:31]=2)=[CH:4][CH:3]=1.[NH:39](C(OC(C)(C)C)=O)[C@H:40]([C:43](O)=[O:44])[CH2:41][CH3:42].C(OP(ON1C(=O)C2C=CC=CC=2N=N1)(OCC)=O)C.C(N(CC)CC)C.C(=O)([O-])[O-].[Na+].[Na+]. Product: [NH2:39][CH:40]([CH2:41][CH3:42])[C:43]([NH:1][C:2]1[CH:7]=[CH:6][C:5]([S:8][C:9]2[CH:24]=[CH:23][C:12]([C:13]([NH:15][C:16]3[CH:17]=[CH:18][C:19]([Br:22])=[CH:20][CH:21]=3)=[O:14])=[CH:11][C:10]=2[NH:25][C:26]2[C:27]3[CH:35]=[CH:34][C:33]([CH:36]([CH3:38])[CH3:37])=[N:32][C:28]=3[N:29]=[CH:30][N:31]=2)=[CH:4][CH:3]=1)=[O:44]. The catalyst class is: 7.